From a dataset of Forward reaction prediction with 1.9M reactions from USPTO patents (1976-2016). Predict the product of the given reaction. (1) Given the reactants [CH2:1]([O:8][CH2:9][C:10]1[O:14][N:13]=[C:12]([C:15]([OH:17])=O)[CH:11]=1)[C:2]1[CH:7]=[CH:6][CH:5]=[CH:4][CH:3]=1.[O:18]1[CH2:23][CH2:22][CH:21]([CH2:24][CH2:25][NH2:26])[CH2:20][CH2:19]1.ON1C2C=CC=CC=2N=N1.Cl.C(N=C=NCCCN(C)C)C, predict the reaction product. The product is: [O:18]1[CH2:23][CH2:22][CH:21]([CH2:24][CH2:25][NH:26][C:15]([C:12]2[CH:11]=[C:10]([CH2:9][O:8][CH2:1][C:2]3[CH:3]=[CH:4][CH:5]=[CH:6][CH:7]=3)[O:14][N:13]=2)=[O:17])[CH2:20][CH2:19]1. (2) Given the reactants [Si:1]([O:8][C@H:9]1[CH2:13][N:12]([C:14]([O:16][C:17]([CH3:20])([CH3:19])[CH3:18])=[O:15])[C@H:11]([C:21](OC)=[O:22])[CH2:10]1)([C:4]([CH3:7])([CH3:6])[CH3:5])([CH3:3])[CH3:2].[BH4-].[Li+].C(OCC)(=O)C, predict the reaction product. The product is: [Si:1]([O:8][C@H:9]1[CH2:13][N:12]([C:14]([O:16][C:17]([CH3:20])([CH3:19])[CH3:18])=[O:15])[C@H:11]([CH2:21][OH:22])[CH2:10]1)([C:4]([CH3:7])([CH3:6])[CH3:5])([CH3:3])[CH3:2]. (3) Given the reactants [CH3:1][C:2]1([CH3:20])[C:10]2[C:5](=[CH:6][CH:7]=[C:8]([C:11]3[N:15]([CH3:16])[C:14]([C:17]#[N:18])=[CH:13][CH:12]=3)[CH:9]=2)[C:4](=[O:19])[CH2:3]1.[CH3:21][Mg]Br, predict the reaction product. The product is: [OH:19][C:4]1([CH3:21])[C:5]2[C:10](=[CH:9][C:8]([C:11]3[N:15]([CH3:16])[C:14]([C:17]#[N:18])=[CH:13][CH:12]=3)=[CH:7][CH:6]=2)[C:2]([CH3:20])([CH3:1])[CH2:3]1. (4) Given the reactants [CH3:1][CH:2]([CH2:4][C@H:5]([CH2:10][NH2:11])[CH2:6][C:7]([OH:9])=[O:8])[CH3:3].[OH-].[Na+].[C:14](O[C:14]([O:16][C:17]([CH3:20])([CH3:19])[CH3:18])=[O:15])([O:16][C:17]([CH3:20])([CH3:19])[CH3:18])=[O:15], predict the reaction product. The product is: [C:17]([O:16][C:14]([NH:11][CH2:10][CH:5]([CH2:4][CH:2]([CH3:1])[CH3:3])[CH2:6][C:7]([OH:9])=[O:8])=[O:15])([CH3:20])([CH3:19])[CH3:18]. (5) Given the reactants [N:1]1[CH:6]=[CH:5][CH:4]=[CH:3][C:2]=1[C:7](=[S:9])[NH2:8].Br[CH2:11][C:12](=O)[C:13]([O:15][CH2:16][CH3:17])=[O:14], predict the reaction product. The product is: [CH2:16]([O:15][C:13]([C:12]1[N:8]=[C:7]([C:2]2[CH:3]=[CH:4][CH:5]=[CH:6][N:1]=2)[S:9][CH:11]=1)=[O:14])[CH3:17].